From a dataset of Experimentally validated miRNA-target interactions with 360,000+ pairs, plus equal number of negative samples. Binary Classification. Given a miRNA mature sequence and a target amino acid sequence, predict their likelihood of interaction. Result: 0 (no interaction). The miRNA is mmu-miR-652-3p with sequence AAUGGCGCCACUAGGGUUGUG. The protein sequence of the target gene is MFGAAGRQPIGAPAAGNSWHFSRTMEELVHDLVSALEESSEQARGGFAETGDHSRSISCPLKRQARKRRGRKRRSYNVHHPWETGHCLSEGSDSSLEEPSKDYRENHNNNKKDHSDSDDQMLVAKRRPSSNLNNNVRGKRPLWHESDFAVDNVGNRTLRRRRKVKRMAVDLPQDISNKRTMTQPPEGCRDQDMDSDRAYQYQEFTKNKVKKRKLKIIRQGPKIQDEGVVLESEETNQTNKDKMECEEQKVSDELMSESDSSSLSSTDAGLFTNDEGRQGDDEQSDWFYEKESGGACGITG....